This data is from Full USPTO retrosynthesis dataset with 1.9M reactions from patents (1976-2016). The task is: Predict the reactants needed to synthesize the given product. (1) The reactants are: [NH2:1][C:2]1[N:7]=[C:6]([N:8]2[C@H:13]([CH3:14])[CH2:12][O:11][C@H:10]([CH2:15][NH:16][C:17](=[O:22])[C:18]([CH3:21])([CH3:20])[CH3:19])[CH2:9]2)[CH:5]=[C:4]([C:23]2[CH:28]=[CH:27][C:26]([C:29]#[N:30])=[C:25](F)[CH:24]=2)[N:3]=1.O.[NH2:33][NH2:34]. Given the product [NH2:1][C:2]1[N:7]=[C:6]([N:8]2[C@H:13]([CH3:14])[CH2:12][O:11][C@H:10]([CH2:15][NH:16][C:17](=[O:22])[C:18]([CH3:21])([CH3:20])[CH3:19])[CH2:9]2)[CH:5]=[C:4]([C:23]2[CH:24]=[C:25]3[C:26]([C:29]([NH2:30])=[N:33][NH:34]3)=[CH:27][CH:28]=2)[N:3]=1, predict the reactants needed to synthesize it. (2) Given the product [Br:15][C:16]1[CH:21]=[CH:20][C:19]([S:22]([NH:1][C:2]2[N:3]=[CH:4][C:5]3[C:10]([C:11]=2[CH:12]2[CH2:14][CH2:13]2)=[CH:9][CH:8]=[CH:7][CH:6]=3)(=[O:24])=[O:23])=[C:18]([CH3:26])[CH:17]=1, predict the reactants needed to synthesize it. The reactants are: [NH2:1][C:2]1[N:3]=[CH:4][C:5]2[C:10]([C:11]=1[CH:12]1[CH2:14][CH2:13]1)=[CH:9][CH:8]=[CH:7][CH:6]=2.[Br:15][C:16]1[CH:21]=[CH:20][C:19]([S:22](Cl)(=[O:24])=[O:23])=[C:18]([CH3:26])[CH:17]=1. (3) Given the product [CH2:38]([O:39][C:40](=[O:49])[CH2:41][C:42]1[CH:43]=[N:44][CH:45]=[C:46]([C:9]2[CH:10]=[CH:11][C:6]([C:3]([CH2:4][CH3:5])([C:22]3[CH:27]=[CH:26][C:25](/[CH:28]=[CH:29]/[C:30]4([OH:36])[CH2:31][CH2:32][CH2:33][CH2:34][CH2:35]4)=[C:24]([CH3:37])[CH:23]=3)[CH2:1][CH3:2])=[CH:7][C:8]=2[CH3:21])[CH:47]=1)[CH3:58], predict the reactants needed to synthesize it. The reactants are: [CH2:1]([C:3]([C:22]1[CH:27]=[CH:26][C:25](/[CH:28]=[CH:29]/[C:30]2([OH:36])[CH2:35][CH2:34][CH2:33][CH2:32][CH2:31]2)=[C:24]([CH3:37])[CH:23]=1)([C:6]1[CH:11]=[CH:10][C:9](B2OC(C)(C)C(C)(C)O2)=[C:8]([CH3:21])[CH:7]=1)[CH2:4][CH3:5])[CH3:2].[CH3:38][O:39][C:40](=[O:49])[CH2:41][C:42]1[CH:43]=[N:44][CH:45]=[C:46](Br)[CH:47]=1.P([O-])([O-])([O-])=O.[K+].[K+].[K+].[CH3:58]N(C)C=O. (4) The reactants are: [NH2:1][C:2]1[N:7]=[CH:6][N:5]=[C:4]2[N:8]([C@@H:26]3[CH2:30][CH2:29][N:28](C(OC(C)(C)C)=O)[CH2:27]3)[N:9]=[C:10]([C:11]3[CH:16]=[CH:15][C:14]([C:17](=[O:25])[NH:18][C:19]4[CH:24]=[CH:23][CH:22]=[CH:21][N:20]=4)=[CH:13][CH:12]=3)[C:3]=12.[ClH:38]. Given the product [ClH:38].[NH2:1][C:2]1[N:7]=[CH:6][N:5]=[C:4]2[N:8]([C@@H:26]3[CH2:30][CH2:29][NH:28][CH2:27]3)[N:9]=[C:10]([C:11]3[CH:12]=[CH:13][C:14]([C:17]([NH:18][C:19]4[CH:24]=[CH:23][CH:22]=[CH:21][N:20]=4)=[O:25])=[CH:15][CH:16]=3)[C:3]=12, predict the reactants needed to synthesize it.